This data is from Reaction yield outcomes from USPTO patents with 853,638 reactions. The task is: Predict the reaction yield, written as a fraction of the theoretical maximum amount of product (1.0 means a 100% yield; for example, 0.34 means a 34% yield). (1) The reactants are [NH2:1][C:2]1[S:3][C:4]2[C:10]([N:11]3[CH2:16][CH2:15][O:14][CH2:13][CH2:12]3)=[CH:9][CH:8]=[C:7]([O:17][CH3:18])[C:5]=2[N:6]=1.[C:19](Cl)(Cl)=[O:20].[NH:23]1[CH2:28][CH2:27][S:26][CH2:25][CH2:24]1. No catalyst specified. The product is [CH3:18][O:17][C:7]1[C:5]2[N:6]=[C:2]([NH:1][C:19]([N:23]3[CH2:28][CH2:27][S:26][CH2:25][CH2:24]3)=[O:20])[S:3][C:4]=2[C:10]([N:11]2[CH2:16][CH2:15][O:14][CH2:13][CH2:12]2)=[CH:9][CH:8]=1. The yield is 0.730. (2) No catalyst specified. The reactants are C[O:2][C:3]([C:5]1[CH:6]=[C:7]([CH:11]=[CH:12][CH:13]=1)[C:8](O)=[O:9])=[O:4].C([BH-](CC)CC)C.[Li+]. The yield is 0.890. The product is [OH:9][CH2:8][C:7]1[CH:6]=[C:5]([CH:13]=[CH:12][CH:11]=1)[C:3]([OH:4])=[O:2]. (3) The reactants are [CH2:1]([N:3]1[C:12]2[C:7](=[CH:8][C:9]([CH3:22])=[C:10]([C:13]3[CH:14]=[C:15]([CH:18]=[CH:19][C:20]=3[OH:21])[CH:16]=[O:17])[CH:11]=2)[C:6]([CH3:24])([CH3:23])[CH2:5][C:4]1=[O:25])[CH3:2].C(=O)([O-])[O-].[K+].[K+].[F:32][C:33]([F:53])([F:52])[C:34](F)(F)C(F)(F)C(F)(F)S(O[CH2:34][C:33]([F:53])([F:52])[F:32])(=O)=O. The yield is 1.00. The catalyst is CC(C)=O.C(Cl)(Cl)Cl. The product is [CH2:1]([N:3]1[C:12]2[C:7](=[CH:8][C:9]([CH3:22])=[C:10]([C:13]3[CH:14]=[C:15]([CH:18]=[CH:19][C:20]=3[O:21][CH2:34][C:33]([F:53])([F:52])[F:32])[CH:16]=[O:17])[CH:11]=2)[C:6]([CH3:24])([CH3:23])[CH2:5][C:4]1=[O:25])[CH3:2]. (4) The reactants are B(Br)(Br)Br.[Br:5][C:6]1[CH:7]=[C:8]([C:14]2[CH:19]=[CH:18][C:17]([CH2:20][N:21]([CH3:34])[C:22]([C:24]3[C:32]4[C:27](=[CH:28][CH:29]=[CH:30][CH:31]=4)[N:26]([CH3:33])[CH:25]=3)=[O:23])=[CH:16][CH:15]=2)[CH:9]=[CH:10][C:11]=1[O:12]C.C(=O)=O.CC(C)=O.O. The catalyst is C(Cl)Cl. The product is [Br:5][C:6]1[CH:7]=[C:8]([C:14]2[CH:19]=[CH:18][C:17]([CH2:20][N:21]([CH3:34])[C:22]([C:24]3[C:32]4[C:27](=[CH:28][CH:29]=[CH:30][CH:31]=4)[N:26]([CH3:33])[CH:25]=3)=[O:23])=[CH:16][CH:15]=2)[CH:9]=[CH:10][C:11]=1[OH:12]. The yield is 0.710.